Dataset: Reaction yield outcomes from USPTO patents with 853,638 reactions. Task: Predict the reaction yield, written as a fraction of the theoretical maximum amount of product (1.0 means a 100% yield; for example, 0.34 means a 34% yield). (1) The reactants are [C:1]([C:4]1([CH2:7][CH2:8][CH2:9][CH2:10][C:11](=[O:22])[CH2:12][CH2:13][CH2:14][CH2:15][C:16]2([C:19]([OH:21])=[O:20])[CH2:18][CH2:17]2)[CH2:6][CH2:5]1)([OH:3])=[O:2].[OH-].[Na+].[BH4-].[Na+].Cl. The catalyst is CC(O)C.O. The product is [C:19]([C:16]1([CH2:15][CH2:14][CH2:13][CH2:12][CH:11]([OH:22])[CH2:10][CH2:9][CH2:8][CH2:7][C:4]2([C:1]([OH:3])=[O:2])[CH2:5][CH2:6]2)[CH2:17][CH2:18]1)([OH:21])=[O:20]. The yield is 0.860. (2) The reactants are [C:1]([O:5][C:6]([N:8]([C:19]([O:21][C:22]([CH3:25])([CH3:24])[CH3:23])=[O:20])[C@:9]1([C:14]([O:16][CH2:17][CH3:18])=[O:15])[CH2:11][C@H:10]1[CH:12]=[CH2:13])=[O:7])([CH3:4])([CH3:3])[CH3:2].B1([O-])O[O:27]1.O.O.O.O.[Na+]. The catalyst is O1CCCC1.C(OCC)(=O)C.O. The product is [C:1]([O:5][C:6]([N:8]([C:19]([O:21][C:22]([CH3:24])([CH3:23])[CH3:25])=[O:20])[C@:9]1([C:14]([O:16][CH2:17][CH3:18])=[O:15])[CH2:11][C@H:10]1[CH2:12][CH2:13][OH:27])=[O:7])([CH3:4])([CH3:2])[CH3:3]. The yield is 0.660.